This data is from Full USPTO retrosynthesis dataset with 1.9M reactions from patents (1976-2016). The task is: Predict the reactants needed to synthesize the given product. Given the product [CH:1]1([CH2:6][CH:7]([C:8]2[NH:16][C:11]3=[N:12][CH:13]=[CH:14][CH:15]=[C:10]3[CH:9]=2)[C:17]2[CH:22]=[CH:21][C:20]([S:23]([CH:26]=[CH2:27])(=[O:25])=[O:24])=[CH:19][CH:18]=2)[CH2:5][CH2:4][CH2:3][CH2:2]1, predict the reactants needed to synthesize it. The reactants are: [CH:1]1([CH2:6][CH:7]([C:17]2[CH:22]=[CH:21][C:20]([S:23]([CH2:26][CH2:27]O)(=[O:25])=[O:24])=[CH:19][CH:18]=2)[C:8]2[NH:16][C:11]3=[N:12][CH:13]=[CH:14][CH:15]=[C:10]3[CH:9]=2)[CH2:5][CH2:4][CH2:3][CH2:2]1.C(N(CC)CC)C.CS(Cl)(=O)=O.